This data is from Catalyst prediction with 721,799 reactions and 888 catalyst types from USPTO. The task is: Predict which catalyst facilitates the given reaction. (1) Reactant: FC(F)(F)C(O)=O.[CH2:8]([NH:12][C:13]1[N:21]=[C:20]2[C:16]([N:17]=[C:18]([O:22][CH3:23])[NH:19]2)=[C:15]([NH2:24])[N:14]=1)[CH2:9][CH2:10][CH3:11].C(=O)([O-])[O-].[K+].[K+].Br[CH2:32][CH2:33][CH2:34][CH2:35][Cl:36]. Product: [CH2:8]([NH:12][C:13]1[N:21]=[C:20]2[C:16]([N:17]=[C:18]([O:22][CH3:23])[N:19]2[CH2:32][CH2:33][CH2:34][CH2:35][Cl:36])=[C:15]([NH2:24])[N:14]=1)[CH2:9][CH2:10][CH3:11]. The catalyst class is: 3. (2) Reactant: Br[C:2]1[CH:3]=[CH:4][C:5]([O:17][CH2:18][C:19]2[CH:24]=[CH:23][CH:22]=[C:21]([O:25][CH3:26])[CH:20]=2)=[C:6]([CH:16]=1)[C:7]([NH:9][C:10]1[CH:11]=[N:12][CH:13]=[CH:14][CH:15]=1)=[O:8].[CH3:27][N:28]1[CH:32]=[C:31](B2OC(C)(C)C(C)(C)O2)[CH:30]=[N:29]1.C(=O)([O-])[O-].[Na+].[Na+]. Product: [CH3:26][O:25][C:21]1[CH:20]=[C:19]([CH2:18][O:17][C:5]2[CH:4]=[CH:3][C:2]([C:31]3[CH:30]=[N:29][N:28]([CH3:27])[CH:32]=3)=[CH:16][C:6]=2[C:7]([NH:9][C:10]2[CH:11]=[N:12][CH:13]=[CH:14][CH:15]=2)=[O:8])[CH:24]=[CH:23][CH:22]=1. The catalyst class is: 57. (3) Reactant: [ClH:1].[NH2:2][C:3]1[N:8]=[C:7]([NH:9][C:10]2[CH:11]=[C:12]([CH:25]=[CH:26][CH:27]=2)[C:13]([NH:15][C:16]2[CH:21]=[CH:20][C:19]([N+:22]([O-])=O)=[CH:18][CH:17]=2)=[O:14])[CH:6]=[C:5]([CH3:28])[N:4]=1. Product: [ClH:1].[NH2:2][C:3]1[N:8]=[C:7]([NH:9][C:10]2[CH:11]=[C:12]([CH:25]=[CH:26][CH:27]=2)[C:13]([NH:15][C:16]2[CH:21]=[CH:20][C:19]([NH2:22])=[CH:18][CH:17]=2)=[O:14])[CH:6]=[C:5]([CH3:28])[N:4]=1. The catalyst class is: 43. (4) Reactant: [Cl:1][C:2]1[CH:7]=[CH:6][C:5]([Cl:8])=[CH:4][C:3]=1F.[CH:10]1([CH:13]([OH:25])[CH2:14][CH2:15][N:16]([CH3:24])[C:17](=[O:23])[O:18][C:19]([CH3:22])([CH3:21])[CH3:20])[CH2:12][CH2:11]1.[H-].[Na+].O. Product: [CH:10]1([CH:13]([O:25][C:3]2[CH:4]=[C:5]([Cl:8])[CH:6]=[CH:7][C:2]=2[Cl:1])[CH2:14][CH2:15][N:16]([CH3:24])[C:17](=[O:23])[O:18][C:19]([CH3:22])([CH3:20])[CH3:21])[CH2:12][CH2:11]1. The catalyst class is: 16. (5) Reactant: C(OC([NH:8][C:9]1[CH:14]=[CH:13][CH:12]=[CH:11][C:10]=1[NH:15][C:16]([C:18]1[S:22][C:21]([C:23]2[CH2:24][CH2:25][N:26](C(OC(C)(C)C)=O)[CH2:27][CH:28]=2)=[CH:20][CH:19]=1)=[O:17])=O)(C)(C)C.Cl. Product: [NH2:8][C:9]1[CH:14]=[CH:13][CH:12]=[CH:11][C:10]=1[NH:15][C:16]([C:18]1[S:22][C:21]([C:23]2[CH2:24][CH2:25][NH:26][CH2:27][CH:28]=2)=[CH:20][CH:19]=1)=[O:17]. The catalyst class is: 12. (6) Reactant: [NH2:1][CH:2]1[CH2:6][N:5]([C:7]2[CH:12]=[CH:11][C:10]([Cl:13])=[CH:9][CH:8]=2)[C:4](=[O:14])[CH2:3]1.[F:15][C:16]([F:31])([F:30])[C:17]1[CH:18]=[C:19]([CH:23]=[C:24]([C:26]([F:29])([F:28])[F:27])[CH:25]=1)[C:20](Cl)=[O:21].C(N(CC)CC)C. Product: [Cl:13][C:10]1[CH:9]=[CH:8][C:7]([N:5]2[C:4](=[O:14])[CH2:3][CH:2]([NH:1][C:20](=[O:21])[C:19]3[CH:23]=[C:24]([C:26]([F:27])([F:28])[F:29])[CH:25]=[C:17]([C:16]([F:15])([F:30])[F:31])[CH:18]=3)[CH2:6]2)=[CH:12][CH:11]=1. The catalyst class is: 4.